This data is from Forward reaction prediction with 1.9M reactions from USPTO patents (1976-2016). The task is: Predict the product of the given reaction. (1) Given the reactants [OH:1][C:2]1[CH:3]=[C:4]([CH2:8][CH2:9][S:10][C:11]2[CH:20]=[CH:19][CH:18]=[CH:17][C:12]=2[C:13]([O:15][CH3:16])=[O:14])[CH:5]=[CH:6][CH:7]=1.[CH2:21]([N:28]([CH2:33][CH2:34][CH2:35][CH2:36][CH2:37][CH3:38])[C:29](=[O:32])[CH2:30]Br)[C:22]1[CH:27]=[CH:26][CH:25]=[CH:24][CH:23]=1.C([O-])([O-])=O.[K+].[K+], predict the reaction product. The product is: [CH2:21]([N:28]([CH2:33][CH2:34][CH2:35][CH2:36][CH2:37][CH3:38])[C:29](=[O:32])[CH2:30][O:1][C:2]1[CH:3]=[C:4]([CH2:8][CH2:9][S:10][C:11]2[CH:20]=[CH:19][CH:18]=[CH:17][C:12]=2[C:13]([O:15][CH3:16])=[O:14])[CH:5]=[CH:6][CH:7]=1)[C:22]1[CH:27]=[CH:26][CH:25]=[CH:24][CH:23]=1. (2) The product is: [NH2:12][C:13]1[CH:22]=[CH:21][C:20]2[C:15](=[C:16]([S:23]([NH:26][C:27]3[CH:35]=[CH:34][C:30]([C:31]([N:8]4[CH2:7][CH2:6][C:5]([OH:11])([CH2:1][CH:2]([CH3:4])[CH3:3])[CH2:10][CH2:9]4)=[O:32])=[CH:29][CH:28]=3)(=[O:25])=[O:24])[CH:17]=[CH:18][CH:19]=2)[N:14]=1. Given the reactants [CH2:1]([C:5]1([OH:11])[CH2:10][CH2:9][NH:8][CH2:7][CH2:6]1)[CH:2]([CH3:4])[CH3:3].[NH2:12][C:13]1[CH:22]=[CH:21][C:20]2[C:15](=[C:16]([S:23]([NH:26][C:27]3[CH:35]=[CH:34][C:30]([C:31](O)=[O:32])=[CH:29][CH:28]=3)(=[O:25])=[O:24])[CH:17]=[CH:18][CH:19]=2)[N:14]=1.CN(C(ON1N=NC2C=CC=CC1=2)=[N+](C)C)C.F[P-](F)(F)(F)(F)F.CCN(C(C)C)C(C)C, predict the reaction product. (3) Given the reactants Cl[CH2:2][C:3]([NH:5][C@@H:6]1[CH2:11][O:10][C:9]2=[N:12][C:13]([N+:15]([O-:17])=[O:16])=[CH:14][N:8]2[CH2:7]1)=[O:4].[F:18][C:19]([F:39])([F:38])[CH2:20][O:21][CH2:22][CH2:23][O:24][C:25]1[CH:37]=[CH:36][C:28]([O:29][CH:30]2[CH2:35][CH2:34][NH:33][CH2:32][CH2:31]2)=[CH:27][CH:26]=1, predict the reaction product. The product is: [F:39][C:19]([F:18])([F:38])[CH2:20][O:21][CH2:22][CH2:23][O:24][C:25]1[CH:26]=[CH:27][C:28]([O:29][CH:30]2[CH2:35][CH2:34][N:33]([CH2:2][C:3]([NH:5][C@@H:6]3[CH2:11][O:10][C:9]4=[N:12][C:13]([N+:15]([O-:17])=[O:16])=[CH:14][N:8]4[CH2:7]3)=[O:4])[CH2:32][CH2:31]2)=[CH:36][CH:37]=1. (4) The product is: [NH2:1][C:2]1[CH:7]=[CH:6][C:5]([O:8][C:28]2[CH:33]=[CH:32][N:31]=[C:30]([C:34]([NH2:36])=[O:35])[CH:29]=2)=[C:4]([F:9])[C:3]=1[F:10]. Given the reactants [NH2:1][C:2]1[CH:7]=[CH:6][C:5]([OH:8])=[C:4]([F:9])[C:3]=1[F:10].NC1C(O)=C(F)C(F)=CC=1.CC(C)([O-])C.[K+].Cl[C:28]1[CH:33]=[CH:32][N:31]=[C:30]([C:34]([NH2:36])=[O:35])[CH:29]=1.[OH-].[Na+], predict the reaction product. (5) Given the reactants [C:1]([NH:8][C@H:9]([C:14]([OH:16])=O)[CH2:10][CH:11]([CH3:13])[CH3:12])([O:3][C:4]([CH3:7])([CH3:6])[CH3:5])=[O:2].C[C@@H](O)[C@@H]1NC(=O)[C@H](CCN)NC(=O)[C@H](CCN)NC(=O)[C@H](CC(C)C)NC(=O)[C@@H](CC2C=CC=CC=2)NC(=O)[C@H](CCN)NC(=O)[C@@H](NC([C@@H](N)CCN)=O)CCNC1=O.OS(O)(=O)=O.CN(C(ON1N=NC2C=CC=NC1=2)=[N+](C)C)C.F[P-](F)(F)(F)(F)F.C(N(CC)C(C)C)(C)C.[CH3:116][C:117]([CH3:137])=[CH:118][CH2:119][CH2:120]/[C:121](/[CH3:136])=[CH:122]/[CH2:123][CH2:124]/[C:125](/[CH3:135])=[CH:126]/[CH2:127][S:128][CH2:129][C@H:130]([NH2:134])[C:131]([OH:133])=[O:132], predict the reaction product. The product is: [CH2:10]([C@@H:9]([C:14](=[O:16])[NH:134][C@H:130]([C:131]([OH:133])=[O:132])[CH2:129][S:128][CH2:127]/[CH:126]=[C:125](\[CH3:135])/[CH2:124][CH2:123]/[CH:122]=[C:121](\[CH3:136])/[CH2:120][CH2:119][CH:118]=[C:117]([CH3:137])[CH3:116])[NH:8][C:1](=[O:2])[O:3][C:4]([CH3:5])([CH3:6])[CH3:7])[CH:11]([CH3:12])[CH3:13]. (6) Given the reactants [CH3:1][C:2]1[C:10]([N+:11]([O-:13])=[O:12])=[CH:9][C:5]([C:6]([OH:8])=[O:7])=[CH:4][C:3]=1[N+:14]([O-:16])=[O:15].S(Cl)(Cl)=O.[CH3:21]O, predict the reaction product. The product is: [CH3:1][C:2]1[C:10]([N+:11]([O-:13])=[O:12])=[CH:9][C:5]([C:6]([O:8][CH3:21])=[O:7])=[CH:4][C:3]=1[N+:14]([O-:16])=[O:15]. (7) Given the reactants [NH2:1][CH2:2][CH2:3][SH:4].C[S-](C)[C:7]([S-])=[N:8][C:9](=[O:14])[C:10]([F:13])([F:12])[F:11], predict the reaction product. The product is: [F:11][C:10]([F:13])([F:12])[C:9]([N:8]=[C:7]1[NH:1][CH2:2][CH2:3][S:4]1)=[O:14].